Dataset: Peptide-MHC class II binding affinity with 134,281 pairs from IEDB. Task: Regression. Given a peptide amino acid sequence and an MHC pseudo amino acid sequence, predict their binding affinity value. This is MHC class II binding data. (1) The peptide sequence is ALIFILLTAVAPSMT. The MHC is DRB1_1101 with pseudo-sequence DRB1_1101. The binding affinity (normalized) is 0.548. (2) The MHC is DRB1_0101 with pseudo-sequence DRB1_0101. The peptide sequence is CQDSLAKISQFARSI. The binding affinity (normalized) is 0.736. (3) The peptide sequence is VSSKRNLADAVSKAP. The MHC is HLA-DQA10201-DQB10202 with pseudo-sequence HLA-DQA10201-DQB10202. The binding affinity (normalized) is 0.134. (4) The peptide sequence is IQSIPFVHLGHRDNI. The MHC is DRB3_0202 with pseudo-sequence DRB3_0202. The binding affinity (normalized) is 0.135. (5) The peptide sequence is KEAIEERVERIKSEY. The MHC is HLA-DQA10201-DQB10301 with pseudo-sequence HLA-DQA10201-DQB10301. The binding affinity (normalized) is 0. (6) The peptide sequence is IRHHVGIEKPNPSEGEA. The MHC is DRB1_0101 with pseudo-sequence DRB1_0101. The binding affinity (normalized) is 0.0472. (7) The MHC is DRB1_0101 with pseudo-sequence DRB1_0101. The binding affinity (normalized) is 1.00. The peptide sequence is IGHLLRGRNHFIYIV. (8) The peptide sequence is YDKFLAHVSTVLTGK. The MHC is DRB1_0405 with pseudo-sequence DRB1_0405. The binding affinity (normalized) is 0.643.